Dataset: Peptide-MHC class II binding affinity with 134,281 pairs from IEDB. Task: Regression. Given a peptide amino acid sequence and an MHC pseudo amino acid sequence, predict their binding affinity value. This is MHC class II binding data. (1) The peptide sequence is AVKPAAEEVKVIPAG. The MHC is DRB1_1001 with pseudo-sequence DRB1_1001. The binding affinity (normalized) is 0.195. (2) The peptide sequence is KKLALSLASVAMCRTPF. The MHC is HLA-DQA10201-DQB10301 with pseudo-sequence HLA-DQA10201-DQB10301. The binding affinity (normalized) is 0.710. (3) The peptide sequence is FEAAFNDAIKASTGG. The MHC is DRB1_1101 with pseudo-sequence DRB1_1101. The binding affinity (normalized) is 0.257. (4) The peptide sequence is SHELMTMTRPILRLL. The MHC is DRB1_0901 with pseudo-sequence DRB1_0901. The binding affinity (normalized) is 0.331. (5) The binding affinity (normalized) is 1.00. The MHC is DRB1_0101 with pseudo-sequence DRB1_0101. The peptide sequence is YDKFLANVSTVLTGH. (6) The peptide sequence is KSSKPLVGPFNFRFMSKGGM. The MHC is DRB5_0101 with pseudo-sequence DRB5_0101. The binding affinity (normalized) is 0.813. (7) The peptide sequence is YDKFLANVSTVLTGQ. The MHC is DRB1_1001 with pseudo-sequence DRB1_1001. The binding affinity (normalized) is 0.708. (8) The peptide sequence is VLDILTANKLIRQKL. The MHC is DRB5_0101 with pseudo-sequence DRB5_0101. The binding affinity (normalized) is 0.824.